From a dataset of Full USPTO retrosynthesis dataset with 1.9M reactions from patents (1976-2016). Predict the reactants needed to synthesize the given product. (1) Given the product [CH2:1]([NH:8][C:9]1[CH:10]=[C:11]2[C:16](=[CH:17][CH:18]=1)[CH:15]=[C:14]([C:19]([OH:21])=[O:20])[CH:13]=[CH:12]2)[C:2]1[CH:3]=[CH:4][CH:5]=[CH:6][CH:7]=1, predict the reactants needed to synthesize it. The reactants are: [CH2:1]([NH:8][C:9]1[CH:10]=[C:11]2[C:16](=[CH:17][CH:18]=1)[CH:15]=[C:14]([C:19]([O:21]CC1C=CC=CC=1)=[O:20])[CH:13]=[CH:12]2)[C:2]1[CH:7]=[CH:6][CH:5]=[CH:4][CH:3]=1.O.[OH-].[Li+]. (2) Given the product [F:8][C:6]1[CH:7]=[C:2]([N:1]([CH2:35][CH2:29][CH3:30])[CH2:31][CH2:32][CH3:33])[C:3]2[N:22]([CH3:23])[C:10]([NH:12][C:13]3[C:18]([CH3:19])=[CH:17][C:16]([CH3:20])=[CH:15][C:14]=3[CH3:21])=[N:9][C:4]=2[CH:5]=1, predict the reactants needed to synthesize it. The reactants are: [NH2:1][C:2]1[C:3]([NH:22][CH3:23])=[C:4]([NH:9][C:10]([NH:12][C:13]2[C:18]([CH3:19])=[CH:17][C:16]([CH3:20])=[CH:15][C:14]=2[CH3:21])=S)[CH:5]=[C:6]([F:8])[CH:7]=1.C(N([CH2:29][CH3:30])CC)C.[CH:31](=O)[CH2:32][CH3:33].[C:35]([BH3-])#N.[Na+]. (3) Given the product [F:30][C:31]1[CH:39]=[CH:38][C:34]([C:35]([NH:1][CH2:2][C:3]2[CH:4]=[C:5]3[C:10](=[CH:11][CH:12]=2)[N:9]=[C:8]([NH:13][CH2:14][C:15]2[CH:20]=[CH:19][CH:18]=[CH:17][C:16]=2[O:21][CH3:22])[CH:7]=[CH:6]3)=[O:36])=[CH:33][CH:32]=1, predict the reactants needed to synthesize it. The reactants are: [NH2:1][CH2:2][C:3]1[CH:4]=[C:5]2[C:10](=[CH:11][CH:12]=1)[N:9]=[C:8]([NH:13][CH2:14][C:15]1[CH:20]=[CH:19][CH:18]=[CH:17][C:16]=1[O:21][CH3:22])[CH:7]=[CH:6]2.C(N(CC)CC)C.[F:30][C:31]1[CH:39]=[CH:38][C:34]([C:35](Cl)=[O:36])=[CH:33][CH:32]=1.O. (4) The reactants are: [CH2:1]([C@H:8]1[CH2:10][O:9]1)[C:2]1[CH:7]=[CH:6][CH:5]=[CH:4][CH:3]=1.Cl.[NH2:12][CH2:13][C:14]1[CH:23]=[CH:22][C:17]([C:18]([O:20][CH3:21])=[O:19])=[CH:16][CH:15]=1.CCN(C(C)C)C(C)C. Given the product [OH:9][C@@H:8]([CH2:1][C:2]1[CH:7]=[CH:6][CH:5]=[CH:4][CH:3]=1)[CH2:10][NH:12][CH2:13][C:14]1[CH:15]=[CH:16][C:17]([C:18]([O:20][CH3:21])=[O:19])=[CH:22][CH:23]=1, predict the reactants needed to synthesize it.